From a dataset of Catalyst prediction with 721,799 reactions and 888 catalyst types from USPTO. Predict which catalyst facilitates the given reaction. Reactant: O([C:9]([O:11][C:12]([CH3:15])([CH3:14])[CH3:13])=[O:10])[C:9]([O:11][C:12]([CH3:15])([CH3:14])[CH3:13])=[O:10].[Br:16][C:17]1[CH:18]=[C:19]([CH2:23][NH:24][CH3:25])[CH:20]=[CH:21][CH:22]=1.CCN(CC)CC. Product: [Br:16][C:17]1[CH:18]=[C:19]([CH:20]=[CH:21][CH:22]=1)[CH2:23][N:24]([CH3:25])[C:9](=[O:10])[O:11][C:12]([CH3:13])([CH3:14])[CH3:15]. The catalyst class is: 2.